This data is from Full USPTO retrosynthesis dataset with 1.9M reactions from patents (1976-2016). The task is: Predict the reactants needed to synthesize the given product. (1) Given the product [CH3:1][S:2]([C:3]1[CH:8]=[CH:7][CH:6]=[CH:5][C:4]=1[NH:9][C:10](=[O:12])[CH3:11])=[O:21], predict the reactants needed to synthesize it. The reactants are: [CH3:1][S:2][C:3]1[CH:8]=[CH:7][CH:6]=[CH:5][C:4]=1[NH:9][C:10](=[O:12])[CH3:11].C1C=C(Cl)C=C(C(OO)=[O:21])C=1.C([O-])(O)=O.[Na+]. (2) The reactants are: C1(C([N:9]2[CH:14]([C:15]([O:17][CH2:18][CH3:19])=[O:16])[CH:13]3[CH2:20][CH2:21][CH:10]2[CH:11]=[CH:12]3)C)C=CC=CC=1.[C@@H]12C[C@@H](CC1)[C@H](C(OCC)=O)N2. Given the product [CH:10]12[CH2:11][CH2:12][CH:13]([CH2:20][CH2:21]1)[CH:14]([C:15]([O:17][CH2:18][CH3:19])=[O:16])[NH:9]2, predict the reactants needed to synthesize it. (3) Given the product [Cl:29]/[C:18](=[N:10]\[NH:9][C:6]1[CH:7]=[CH:8][C:3]([O:2][CH3:1])=[CH:4][CH:5]=1)/[C:17]([O:16][CH2:14][CH3:15])=[O:23], predict the reactants needed to synthesize it. The reactants are: [CH3:1][O:2][C:3]1[CH:8]=[CH:7][C:6]([NH2:9])=[CH:5][CH:4]=1.[N:10]([O-])=O.[Na+].[CH2:14]([O:16][C:17](=[O:23])[CH2:18]C(CCl)=O)[CH3:15].C([O-])(=O)C.[Na+].[ClH:29]. (4) Given the product [NH2:12][C:4]1[CH:3]=[C:2]([F:1])[C:10]([F:11])=[CH:9][C:5]=1[C:6]([NH:42][CH2:41][CH2:40][C:37]1[CH:38]=[CH:39][C:34]([F:33])=[CH:35][CH:36]=1)=[O:8], predict the reactants needed to synthesize it. The reactants are: [F:1][C:2]1[CH:3]=[C:4]([NH2:12])[C:5](=[CH:9][C:10]=1[F:11])[C:6]([OH:8])=O.O.OC1C2N=NNC=2C=CC=1.C(N(C(C)C)CC)(C)C.[F:33][C:34]1[CH:39]=[CH:38][C:37]([CH2:40][CH2:41][NH2:42])=[CH:36][CH:35]=1.CCN=C=NCCCN(C)C.COC(=O)CN(CC1C=CC=CC=1)CC(NC(OC(C)(C)C)=O)C.